This data is from Full USPTO retrosynthesis dataset with 1.9M reactions from patents (1976-2016). The task is: Predict the reactants needed to synthesize the given product. (1) Given the product [C:1]([C:5]1[CH:6]=[C:7]([CH2:11][CH2:12][C:13]2([CH:21]3[CH2:25][CH2:24][CH2:23][CH2:22]3)[O:18][C:17](=[O:19])[C:16]([CH2:37][C:35]3[N:36]=[C:29]4[N:28]=[C:27]([CH3:26])[CH:32]=[C:31]([CH3:33])[N:30]4[N:34]=3)=[C:15]([OH:20])[CH2:14]2)[CH:8]=[CH:9][CH:10]=1)([CH3:4])([CH3:2])[CH3:3], predict the reactants needed to synthesize it. The reactants are: [C:1]([C:5]1[CH:6]=[C:7]([CH2:11][CH2:12][C:13]2([CH:21]3[CH2:25][CH2:24][CH2:23][CH2:22]3)[O:18][C:17](=[O:19])[CH2:16][C:15](=[O:20])[CH2:14]2)[CH:8]=[CH:9][CH:10]=1)([CH3:4])([CH3:3])[CH3:2].[CH3:26][C:27]1[CH:32]=[C:31]([CH3:33])[N:30]2[N:34]=[C:35]([CH:37]=O)[N:36]=[C:29]2[N:28]=1. (2) The reactants are: [CH3:1][O:2][C:3]1[CH:4]=[C:5]([CH:8]=[C:9]([O:11][CH3:12])[CH:10]=1)[CH:6]=O.[OH-].[Na+].[CH3:15][CH2:16][CH2:17][CH2:15][CH2:16][CH2:17]C.C([O:24]CC)(=[O:24])C. Given the product [CH3:1][O:2][C:3]1[CH:4]=[C:5]([CH:6]=[CH:15][C:16](=[O:24])[CH3:17])[CH:8]=[C:9]([O:11][CH3:12])[CH:10]=1, predict the reactants needed to synthesize it.